From a dataset of Reaction yield outcomes from USPTO patents with 853,638 reactions. Predict the reaction yield, written as a fraction of the theoretical maximum amount of product (1.0 means a 100% yield; for example, 0.34 means a 34% yield). (1) The reactants are CN1C2C(=CC(C3OC(CSCCOC4C=CC=CC=4)=NN=3)=CC=2)C=C1.[CH3:27][N:28]([CH3:56])[CH2:29][C:30]1[C:38]2[C:33](=[CH:34][CH:35]=[C:36]([C:39]3[O:40][C:41]([CH2:44][S:45][CH2:46][CH2:47][O:48][C:49]4[CH:54]=[CH:53][CH:52]=[CH:51][CH:50]=4)=[N:42][N:43]=3)[CH:37]=2)[N:32]([CH3:55])[CH:31]=1.CN(C)CC1C2C(=CC=C(C3OC(CSCCOC4C=CC=CC=4)=NN=3)C=2)NC=1.[C:86]([OH:91])(=[O:90])[C:87]([OH:89])=[O:88]. The catalyst is CC(C)=O. The product is [C:86]([OH:91])(=[O:90])[C:87]([OH:89])=[O:88].[CH3:27][N:28]([CH3:56])[CH2:29][C:30]1[C:38]2[C:33](=[CH:34][CH:35]=[C:36]([C:39]3[O:40][C:41]([CH2:44][S:45][CH2:46][CH2:47][O:48][C:49]4[CH:54]=[CH:53][CH:52]=[CH:51][CH:50]=4)=[N:42][N:43]=3)[CH:37]=2)[N:32]([CH3:55])[CH:31]=1. The yield is 0.160. (2) The reactants are [N:1]([CH2:4][C:5]1[CH:20]=[CH:19][C:8]([CH2:9][C:10]2[CH:15]=[CH:14][C:13]([N+:16]([O-:18])=[O:17])=[CH:12][CH:11]=2)=[CH:7][CH:6]=1)=[N+]=[N-].O.C1(P(C2C=CC=CC=2)C2C=CC=CC=2)C=CC=CC=1. The catalyst is O1CCCC1. The product is [NH2:1][CH2:4][C:5]1[CH:20]=[CH:19][C:8]([CH2:9][C:10]2[CH:15]=[CH:14][C:13]([N+:16]([O-:18])=[O:17])=[CH:12][CH:11]=2)=[CH:7][CH:6]=1. The yield is 0.790.